This data is from Full USPTO retrosynthesis dataset with 1.9M reactions from patents (1976-2016). The task is: Predict the reactants needed to synthesize the given product. (1) Given the product [ClH:30].[NH:19]1[CH2:20][CH2:21][CH:16]([N:15]2[C:13]([C:1]3[C:11]4=[C:12]5[C:7](=[CH:8][CH:9]=[CH:10]4)[CH2:6][CH2:5][CH2:4][N:3]5[CH:2]=3)=[N:41][N:40]=[N:39]2)[CH2:17][CH2:18]1.[C:1]1([C:13]2[N:15]([CH:16]3[CH2:21][CH2:20][N:19]([C:22]([O:24][C:25]([CH3:28])([CH3:27])[CH3:26])=[O:23])[CH2:18][CH2:17]3)[N:41]=[N:40][N:39]=2)[C:11]2=[C:12]3[C:7](=[CH:8][CH:9]=[CH:10]2)[CH2:6][CH2:5][CH2:4][N:3]3[CH:2]=1, predict the reactants needed to synthesize it. The reactants are: [C:1]1([C:13]([NH:15][CH:16]2[CH2:21][CH2:20][N:19]([C:22]([O:24][C:25]([CH3:28])([CH3:27])[CH3:26])=[O:23])[CH2:18][CH2:17]2)=O)[C:11]2=[C:12]3[C:7](=[CH:8][CH:9]=[CH:10]2)[CH2:6][CH2:5][CH2:4][N:3]3[CH:2]=1.P(Cl)(Cl)(Cl)(Cl)[Cl:30].C[Si]([N:39]=[N+:40]=[N-:41])(C)C.C([O-])(O)=O.[Na+]. (2) Given the product [F:4][C:2]([C:5]1[O:9][C:8]([CH2:10][N:11]2[N:15]=[C:14]([NH:16][C:23]([C:21]3[N:22]=[C:18]([CH3:17])[O:19][C:20]=3[C:26]3[CH:27]=[CH:28][CH:29]=[CH:30][CH:31]=3)=[O:24])[CH:13]=[N:12]2)=[CH:7][CH:6]=1)([F:1])[CH3:3], predict the reactants needed to synthesize it. The reactants are: [F:1][C:2]([C:5]1[O:9][C:8]([CH2:10][N:11]2[N:15]=[C:14]([NH2:16])[CH:13]=[N:12]2)=[CH:7][CH:6]=1)([F:4])[CH3:3].[CH3:17][C:18]1[O:19][C:20]([C:26]2[CH:31]=[CH:30][CH:29]=[CH:28][CH:27]=2)=[C:21]([C:23](O)=[O:24])[N:22]=1. (3) The reactants are: [Cl:1][C:2]1[CH:3]=[C:4]([CH:8]=[C:9]([N+:11]([O-:13])=[O:12])[CH:10]=1)[C:5]([OH:7])=O.Cl.[NH2:15][CH2:16][C:17]1[CH:24]=[CH:23][C:20]([C:21]#[N:22])=[CH:19][C:18]=1[OH:25]. Given the product [Cl:1][C:2]1[CH:3]=[C:4]([CH:8]=[C:9]([N+:11]([O-:13])=[O:12])[CH:10]=1)[C:5]([NH:15][CH2:16][C:17]1[CH:24]=[CH:23][C:20]([C:21]#[N:22])=[CH:19][C:18]=1[OH:25])=[O:7], predict the reactants needed to synthesize it. (4) Given the product [Cl:1][C:2]1[CH:9]=[C:8]([Cl:10])[CH:7]=[CH:6][C:3]=1[CH2:4][NH:21][C@@H:11]1[C:20]2[C:15](=[CH:16][CH:17]=[CH:18][CH:19]=2)[CH2:14][CH2:13][CH2:12]1, predict the reactants needed to synthesize it. The reactants are: [Cl:1][C:2]1[CH:9]=[C:8]([Cl:10])[CH:7]=[CH:6][C:3]=1[CH:4]=O.[C@@H:11]1([NH2:21])[C:20]2[C:15](=[CH:16][CH:17]=[CH:18][CH:19]=2)[CH2:14][CH2:13][CH2:12]1. (5) Given the product [CH3:27][N:28]([CH3:33])[CH:29]1[CH2:32][N:31]([C:24]([C@H:22]2[CH2:21][CH2:20][C:19]3[C:12]4[C:11]([NH:10][C:8]5[CH:9]=[C:4]6[CH:3]=[N:2][NH:1][C:5]6=[CH:6][N:7]=5)=[N:16][CH:15]=[N:14][C:13]=4[S:17][C:18]=3[CH2:23]2)=[O:25])[CH2:30]1, predict the reactants needed to synthesize it. The reactants are: [NH:1]1[C:5]2=[CH:6][N:7]=[C:8]([NH:10][C:11]3[C:12]4[C:19]5[CH2:20][CH2:21][C@H:22]([C:24](O)=[O:25])[CH2:23][C:18]=5[S:17][C:13]=4[N:14]=[CH:15][N:16]=3)[CH:9]=[C:4]2[CH:3]=[N:2]1.[CH3:27][N:28]([CH3:33])[CH:29]1[CH2:32][NH:31][CH2:30]1. (6) Given the product [C:21]([O:24][CH2:25][CH2:26][O:27][C:28]1[CH:29]=[CH:30][C:31]([CH2:34][CH2:35][N:14]2[CH2:13][C@@H:12]([C:10]3[CH:9]=[CH:8][C:6]4[O:7][C:2]([CH3:18])([CH3:1])[O:3][CH2:4][C:5]=4[CH:11]=3)[O:16][C:15]2=[O:17])=[CH:32][CH:33]=1)(=[O:23])[CH3:22], predict the reactants needed to synthesize it. The reactants are: [CH3:1][C:2]1([CH3:18])[O:7][C:6]2[CH:8]=[CH:9][C:10]([C@H:12]3[O:16][C:15](=[O:17])[NH:14][CH2:13]3)=[CH:11][C:5]=2[CH2:4][O:3]1.[H-].[Na+].[C:21]([O:24][CH2:25][CH2:26][O:27][C:28]1[CH:33]=[CH:32][C:31]([CH2:34][CH2:35]Br)=[CH:30][CH:29]=1)(=[O:23])[CH3:22].